This data is from Full USPTO retrosynthesis dataset with 1.9M reactions from patents (1976-2016). The task is: Predict the reactants needed to synthesize the given product. (1) Given the product [Br:1][C:2]1[CH:11]=[CH:10][C:5]([C:6]([N:33]2[CH2:34][CH2:35][N:30]([C:24]3[C:23]([CH3:22])=[CH:28][C:27]([CH3:29])=[CH:26][N:25]=3)[CH2:31][CH2:32]2)=[O:8])=[C:4]([N:12]2[CH2:16][CH2:15][CH2:14][S:13]2(=[O:18])=[O:17])[CH:3]=1, predict the reactants needed to synthesize it. The reactants are: [Br:1][C:2]1[CH:11]=[CH:10][C:5]([C:6]([O:8]C)=O)=[C:4]([N:12]2[CH2:16][CH2:15][CH2:14][S:13]2(=[O:18])=[O:17])[CH:3]=1.[OH-].[Na+].Cl.[CH3:22][C:23]1[C:24]([N:30]2[CH2:35][CH2:34][NH:33][CH2:32][CH2:31]2)=[N:25][CH:26]=[C:27]([CH3:29])[CH:28]=1.O.[Cl-].COC1N=C(OC)N=C([N+]2(C)CCOCC2)N=1. (2) Given the product [C:1]([O:4][C:5]1[CH:10]=[CH:9][CH:8]=[C:7]([CH2:11][Br:12])[CH:6]=1)(=[O:3])[CH3:2], predict the reactants needed to synthesize it. The reactants are: [C:1]([O:4][C:5]1[CH:6]=[C:7]([CH3:11])[CH:8]=[CH:9][CH:10]=1)(=[O:3])[CH3:2].[Br:12]N1C(=O)CCC1=O.